Dataset: Catalyst prediction with 721,799 reactions and 888 catalyst types from USPTO. Task: Predict which catalyst facilitates the given reaction. (1) Reactant: [CH3:1][O:2][C:3]1[N:4]=[C:5]([CH3:11])[S:6][C:7]=1[C:8]([OH:10])=O.O1CCCC1.C(Cl)(=O)C(Cl)=O.[NH2:23][C:24]1[CH:25]=[C:26]([CH:43]=[CH:44][C:45]=1[CH3:46])[O:27][C:28]1[CH:29]=[CH:30][C:31]2[N:32]([CH:34]=[C:35]([NH:37][C:38]([CH:40]3[CH2:42][CH2:41]3)=[O:39])[N:36]=2)[N:33]=1. Product: [CH:40]1([C:38]([NH:37][C:35]2[N:36]=[C:31]3[CH:30]=[CH:29][C:28]([O:27][C:26]4[CH:43]=[CH:44][C:45]([CH3:46])=[C:24]([NH:23][C:8]([C:7]5[S:6][C:5]([CH3:11])=[N:4][C:3]=5[O:2][CH3:1])=[O:10])[CH:25]=4)=[N:33][N:32]3[CH:34]=2)=[O:39])[CH2:41][CH2:42]1. The catalyst class is: 402. (2) Reactant: COC[O:4][C:5]1[C:9](/[CH:10]=[CH:11]/[C:12]2[N:13]=[C:14]([N:18]3[CH2:23][CH2:22][CH2:21][CH2:20][CH2:19]3)[S:15][C:16]=2[CH3:17])=[CH:8][N:7]([C:24]2[CH:29]=[CH:28][CH:27]=[CH:26][CH:25]=2)[N:6]=1.[ClH:30]. Product: [ClH:30].[CH3:17][C:16]1[S:15][C:14]([N:18]2[CH2:23][CH2:22][CH2:21][CH2:20][CH2:19]2)=[N:13][C:12]=1/[CH:11]=[CH:10]/[C:9]1[C:5]([OH:4])=[N:6][N:7]([C:24]2[CH:29]=[CH:28][CH:27]=[CH:26][CH:25]=2)[CH:8]=1. The catalyst class is: 5. (3) Reactant: [CH:1]([N:4]([C:29]1[CH:34]=[CH:33][CH:32]=[CH:31][CH:30]=1)[C:5](=[O:28])[CH2:6][N:7]1[C:16](=[O:17])[CH2:15][C:14]2[N:10]([C:11]([C:18]3[CH:23]=[CH:22][CH:21]=[CH:20][CH:19]=3)=[N:12][N:13]=2)[C:9]2[CH:24]=[CH:25][CH:26]=[CH:27][C:8]1=2)([CH3:3])[CH3:2].[NH:35]1[C:39]2=[N:40][CH:41]=[CH:42][CH:43]=[C:38]2[C:37]([CH:44]=O)=[CH:36]1. Product: [CH:1]([N:4]([C:29]1[CH:34]=[CH:33][CH:32]=[CH:31][CH:30]=1)[C:5](=[O:28])[CH2:6][N:7]1[C:16](=[O:17])[C:15](=[CH:44][C:37]2[C:38]3[C:39](=[N:40][CH:41]=[CH:42][CH:43]=3)[NH:35][CH:36]=2)[C:14]2[N:10]([C:11]([C:18]3[CH:23]=[CH:22][CH:21]=[CH:20][CH:19]=3)=[N:12][N:13]=2)[C:9]2[CH:24]=[CH:25][CH:26]=[CH:27][C:8]1=2)([CH3:3])[CH3:2]. The catalyst class is: 17. (4) Reactant: [NH2:1][C:2]1[C:3]([Cl:19])=[CH:4][C:5]([Cl:18])=[C:6]([N:8]2[C:12](=[O:13])[N:11]([CH:14]([F:16])[F:15])[C:10]([CH3:17])=[N:9]2)[CH:7]=1.O.C1(C)C=CC=CC=1.C(=O)([O-])[O-].[Na+].[Na+].[CH3:34][S:35](Cl)(=[O:37])=[O:36].Cl. Product: [Cl:19][C:3]1[CH:4]=[C:5]([Cl:18])[C:6]([N:8]2[C:12](=[O:13])[N:11]([CH:14]([F:15])[F:16])[C:10]([CH3:17])=[N:9]2)=[CH:7][C:2]=1[NH:1][S:35]([CH3:34])(=[O:37])=[O:36]. The catalyst class is: 689. (5) Reactant: [NH2:1][C:2]1[N:31]=[C:5]2[N:6]([C:21]3[CH:26]=[CH:25][CH:24]=[C:23]([C:27]([F:30])([F:29])[F:28])[CH:22]=3)[C:7]([CH3:20])=[C:8]([C:18]#[N:19])[C@@H:9]([C:10]3[CH:15]=[CH:14][C:13]([C:16]#[N:17])=[CH:12][CH:11]=3)[N:4]2[N:3]=1.S([O-])([O-])(=O)=O.[Na+].[Na+].[CH2:39]([N:41]=[C:42]=[O:43])[CH3:40]. Product: [C:18]([C:8]1[C@@H:9]([C:10]2[CH:15]=[CH:14][C:13]([C:16]#[N:17])=[CH:12][CH:11]=2)[N:4]2[N:3]=[C:2]([NH:1][C:42]([NH:41][CH2:39][CH3:40])=[O:43])[N:31]=[C:5]2[N:6]([C:21]2[CH:26]=[CH:25][CH:24]=[C:23]([C:27]([F:28])([F:30])[F:29])[CH:22]=2)[C:7]=1[CH3:20])#[N:19]. The catalyst class is: 17. (6) Reactant: C1(P(C2CCCCC2)C2C=CC=CC=2C2C(C(C)C)=CC(C(C)C)=CC=2C(C)C)CCCCC1.[Cl:35][C:36]1[CH:41]=[C:40]([N:42]2[CH2:47][CH2:46][O:45][CH2:44][CH2:43]2)[N:39]=[C:38]([NH2:48])[CH:37]=1.Cl[C:50]1[C:59]2[C:54](=[CH:55][C:56]([F:61])=[CH:57][C:58]=2[F:60])[N:53]=[C:52]([C:62]2[CH:67]=[C:66]([CH3:68])[CH:65]=[CH:64][N:63]=2)[C:51]=1[CH3:69].CC(C)([O-])C.[Na+]. Product: [Cl:35][C:36]1[CH:41]=[C:40]([N:42]2[CH2:47][CH2:46][O:45][CH2:44][CH2:43]2)[N:39]=[C:38]([NH:48][C:50]2[C:59]3[C:54](=[CH:55][C:56]([F:61])=[CH:57][C:58]=3[F:60])[N:53]=[C:52]([C:62]3[CH:67]=[C:66]([CH3:68])[CH:65]=[CH:64][N:63]=3)[C:51]=2[CH3:69])[CH:37]=1. The catalyst class is: 101. (7) Reactant: [CH3:1][O:2][C:3]1[CH:4]=[C:5]([CH:11]2[CH2:16][C:15](=O)[N:14]([C:18]3[C:19]([CH3:38])=[C:20]([CH3:37])[C:21]4[O:25][C:24]([CH3:27])([CH3:26])[C@H:23]([C:28]5[CH:33]=[CH:32][C:31]([CH3:34])=[CH:30][CH:29]=5)[C:22]=4[C:35]=3[CH3:36])[C:13](=O)[CH2:12]2)[CH:6]=[CH:7][C:8]=1[O:9][CH3:10]. Product: [CH3:1][O:2][C:3]1[CH:4]=[C:5]([CH:11]2[CH2:12][CH2:13][N:14]([C:18]3[C:19]([CH3:38])=[C:20]([CH3:37])[C:21]4[O:25][C:24]([CH3:27])([CH3:26])[C@H:23]([C:28]5[CH:33]=[CH:32][C:31]([CH3:34])=[CH:30][CH:29]=5)[C:22]=4[C:35]=3[CH3:36])[CH2:15][CH2:16]2)[CH:6]=[CH:7][C:8]=1[O:9][CH3:10]. The catalyst class is: 81. (8) Reactant: CC1(C)C2C(=C(P(C3C=CC=CC=3)C3C=CC=CC=3)C=CC=2)OC2C(P(C3C=CC=CC=3)C3C=CC=CC=3)=CC=CC1=2.[O-]P([O-])([O-])=O.[K+].[K+].[K+].FC(F)(F)C(O)=O.[NH2:58][C:59]1[CH:60]=[C:61]([NH:65][S:66]([C:69]2[CH:74]=[CH:73][C:72]([N+:75]([O-:77])=[O:76])=[CH:71][CH:70]=2)(=[O:68])=[O:67])[CH:62]=[CH:63][CH:64]=1.Cl[C:79]1[N:84]=[C:83]([C:85]2[C:93]3[C:88](=[CH:89][CH:90]=[CH:91][CH:92]=3)[N:87]([S:94]([C:97]3[CH:102]=[CH:101][CH:100]=[CH:99][CH:98]=3)(=[O:96])=[O:95])[CH:86]=2)[C:82]([Cl:103])=[CH:81][N:80]=1. Product: [Cl:103][C:82]1[C:83]([C:85]2[C:93]3[C:88](=[CH:89][CH:90]=[CH:91][CH:92]=3)[N:87]([S:94]([C:97]3[CH:102]=[CH:101][CH:100]=[CH:99][CH:98]=3)(=[O:96])=[O:95])[CH:86]=2)=[N:84][C:79]([NH:58][C:59]2[CH:60]=[C:61]([NH:65][S:66]([C:69]3[CH:74]=[CH:73][C:72]([N+:75]([O-:77])=[O:76])=[CH:71][CH:70]=3)(=[O:67])=[O:68])[CH:62]=[CH:63][CH:64]=2)=[N:80][CH:81]=1. The catalyst class is: 318.